From a dataset of Full USPTO retrosynthesis dataset with 1.9M reactions from patents (1976-2016). Predict the reactants needed to synthesize the given product. (1) Given the product [F:1][CH:2]([F:23])[O:3][C:4]1[CH:5]=[C:6]2[C:11](=[CH:12][CH:13]=1)[O:10][C:9](=[O:14])[CH:8]=[C:7]2[NH:43][CH:40]1[CH2:39][CH2:38][N:37]([CH2:36][C:27]2[CH:28]=[CH:29][C:30]3[C:35](=[CH:34][CH:33]=[CH:32][CH:31]=3)[CH:26]=2)[CH2:42][CH2:41]1, predict the reactants needed to synthesize it. The reactants are: [F:1][CH:2]([F:23])[O:3][C:4]1[CH:5]=[C:6]2[C:11](=[CH:12][CH:13]=1)[O:10][C:9](=[O:14])[CH:8]=[C:7]2OS(C(F)(F)F)(=O)=O.Cl.Cl.[CH:26]1[C:35]2[C:30](=[CH:31][CH:32]=[CH:33][CH:34]=2)[CH:29]=[CH:28][C:27]=1[CH2:36][N:37]1[CH2:42][CH2:41][CH:40]([NH2:43])[CH2:39][CH2:38]1.C(N(CC)C(C)C)(C)C. (2) Given the product [NH:15]1[CH:14]=[CH:13][N:12]=[C:11]1[C:8]1[S:9][CH:10]=[C:6]([C:4]([NH2:16])=[O:3])[N:7]=1, predict the reactants needed to synthesize it. The reactants are: C([O:3][C:4]([C:6]1[N:7]=[C:8]([C:11]2[NH:12][CH:13]=[CH:14][N:15]=2)[S:9][CH:10]=1)=O)C.[NH3:16]. (3) Given the product [CH:14]([C:17]1[CH:22]=[CH:21][CH:20]=[CH:19][C:18]=1[N:23]1[CH2:24][CH2:25][NH:26][CH2:27][CH2:28]1)([CH3:16])[CH3:15], predict the reactants needed to synthesize it. The reactants are: C(=O)([O-])[O-].[K+].[K+].C1(S)C=CC=CC=1.[CH:14]([C:17]1[CH:22]=[CH:21][CH:20]=[CH:19][C:18]=1[N:23]1[CH2:28][CH2:27][N:26](S(C2C=CC([N+]([O-])=O)=CC=2)(=O)=O)[CH2:25][CH2:24]1)([CH3:16])[CH3:15]. (4) Given the product [I:18][C:3]1[C:4]2[C:9](=[CH:8][C:7]([CH:10]=[O:11])=[CH:6][CH:5]=2)[NH:1][N:2]=1, predict the reactants needed to synthesize it. The reactants are: [NH:1]1[C:9]2[C:4](=[CH:5][CH:6]=[C:7]([CH:10]=[O:11])[CH:8]=2)[CH:3]=[N:2]1.C([O-])([O-])=O.[K+].[K+].[I:18]I.[O-]S(S([O-])=O)=O.[Na+].[Na+]. (5) Given the product [N+:33](=[C:16]([P:17](=[O:22])([O:20][CH3:21])[O:18][CH3:19])[C:15](=[O:14])[CH3:23])=[N-:34], predict the reactants needed to synthesize it. The reactants are: [H-].[Na+].C1C=CC=CC=1.O1CCCC1.[O:14]=[C:15]([CH3:23])[CH2:16][P:17](=[O:22])([O:20][CH3:21])[O:18][CH3:19].C1(C)C=CC(S([N:33]=[N+:34]=[N-])(=O)=O)=CC=1. (6) Given the product [F:1][C@H:2]1[CH2:12][N:5]2[CH2:6][CH2:7][NH:8][CH2:9][CH:4]2[CH2:3]1, predict the reactants needed to synthesize it. The reactants are: [F:1][C@H:2]1[CH2:12][N:5]2[C:6](=O)[CH2:7][NH:8][C:9](=O)[CH:4]2[CH2:3]1.C1COCC1.[H-].[Al+3].[Li+].[H-].[H-].[H-].[OH-].[Na+]. (7) Given the product [Br:17][CH2:15][C:10]1[CH2:11][CH2:12][O:13][CH2:14][C:9]=1[C:8]1[N:4]([CH:1]([CH3:3])[CH3:2])[N:5]=[CH:6][CH:7]=1, predict the reactants needed to synthesize it. The reactants are: [CH:1]([N:4]1[C:8]([C:9]2[CH2:14][O:13][CH2:12][CH2:11][C:10]=2[CH2:15]O)=[CH:7][CH:6]=[N:5]1)([CH3:3])[CH3:2].[Br:17]P(Br)(C1C=CC=CC=1)(C1C=CC=CC=1)C1C=CC=CC=1. (8) Given the product [Cl:16][C:15]1[N:14]=[C:13]([S:17][CH3:18])[N:12]=[C:11]2[NH:29][N:30]=[C:8]([C:3]3[CH:4]=[CH:5][CH:6]=[CH:7][C:2]=3[Cl:1])[C:10]=12, predict the reactants needed to synthesize it. The reactants are: [Cl:1][C:2]1[CH:7]=[CH:6][CH:5]=[CH:4][C:3]=1[C:8]([C:10]1[C:11](Cl)=[N:12][C:13]([S:17][CH3:18])=[N:14][C:15]=1[Cl:16])=O.C(N(CC)C(C)C)(C)C.[NH2:29][NH2:30].